Dataset: Reaction yield outcomes from USPTO patents with 853,638 reactions. Task: Predict the reaction yield, written as a fraction of the theoretical maximum amount of product (1.0 means a 100% yield; for example, 0.34 means a 34% yield). (1) The catalyst is ClCCl. The product is [O:18]1[CH2:19][CH2:20][N:15]([S:2]([C:5]2[CH:6]=[C:7]3[C:11](=[CH:12][CH:13]=2)[NH:10][C:9](=[O:14])[CH2:8]3)(=[O:4])=[O:3])[CH2:16][CH2:17]1. The yield is 0.740. The reactants are Cl[S:2]([C:5]1[CH:6]=[C:7]2[C:11](=[CH:12][CH:13]=1)[NH:10][C:9](=[O:14])[CH2:8]2)(=[O:4])=[O:3].[NH:15]1[CH2:20][CH2:19][O:18][CH2:17][CH2:16]1. (2) The reactants are [Cl:1][C:2]1[CH:7]=[CH:6][C:5]([O:8][C:9]2[CH:16]=[CH:15][C:14]([CH:17]=[CH2:18])=[CH:13][C:10]=2[C:11]#[N:12])=[CH:4][C:3]=1[C:19]([F:22])([F:21])[F:20].B1C2CCCC1CCC2.[OH2:32].[OH-].[Na+].OO. The catalyst is C1COCC1. The product is [Cl:1][C:2]1[CH:7]=[CH:6][C:5]([O:8][C:9]2[CH:16]=[CH:15][C:14]([CH2:17][CH2:18][OH:32])=[CH:13][C:10]=2[C:11]#[N:12])=[CH:4][C:3]=1[C:19]([F:20])([F:21])[F:22]. The yield is 0.474. (3) The reactants are C[O:2][C:3](=[O:20])[CH2:4][CH2:5][CH2:6][CH2:7][C:8]1[CH:13]=[CH:12][CH:11]=[C:10]([NH:14][C:15]([O:17][CH2:18][CH3:19])=[O:16])[CH:9]=1.[OH-].[Li+]. The catalyst is C1COCC1.O. The product is [CH2:18]([O:17][C:15]([NH:14][C:10]1[CH:9]=[C:8]([CH2:7][CH2:6][CH2:5][CH2:4][C:3]([OH:20])=[O:2])[CH:13]=[CH:12][CH:11]=1)=[O:16])[CH3:19]. The yield is 0.958. (4) The reactants are [Cl:1][C:2]1[CH:3]=[C:4]([C@@H:12]([CH2:25][CH:26]2[CH2:30][CH2:29][CH2:28][CH2:27]2)[C:13]([NH:15][C:16]2[CH:20]=[CH:19][N:18]([CH2:21][C:22](O)=[O:23])[N:17]=2)=[O:14])[CH:5]=[CH:6][C:7]=1[S:8]([CH3:11])(=[O:10])=[O:9].C(Cl)(=O)C(Cl)=O.[N:37]1C(C)=CC=C[C:38]=1C.CN.O1CCCC1. The catalyst is C(Cl)Cl. The product is [Cl:1][C:2]1[CH:3]=[C:4]([C@@H:12]([CH2:25][CH:26]2[CH2:27][CH2:28][CH2:29][CH2:30]2)[C:13]([NH:15][C:16]2[CH:20]=[CH:19][N:18]([CH2:21][C:22](=[O:23])[NH:37][CH3:38])[N:17]=2)=[O:14])[CH:5]=[CH:6][C:7]=1[S:8]([CH3:11])(=[O:9])=[O:10]. The yield is 0.280. (5) The yield is 0.620. The catalyst is C1COCC1. The product is [CH2:9]([N:11]1[C:19]2[C:14](=[CH:15][CH:16]=[C:17]([O:20][CH3:21])[CH:18]=2)[C:13]([C:22]#[N:23])=[C:12]1[I:24])[CH3:10]. The reactants are C([N-]C(C)C)(C)C.[Li+].[CH2:9]([N:11]1[C:19]2[C:14](=[CH:15][CH:16]=[C:17]([O:20][CH3:21])[CH:18]=2)[C:13]([C:22]#[N:23])=[CH:12]1)[CH3:10].[I:24]I.